Dataset: Reaction yield outcomes from USPTO patents with 853,638 reactions. Task: Predict the reaction yield, written as a fraction of the theoretical maximum amount of product (1.0 means a 100% yield; for example, 0.34 means a 34% yield). (1) The reactants are [I:1][C:2]1[C:3](=[O:17])[NH:4][C:5](=[O:16])[N:6]([CH:15]=1)[C@@H:7]1[O:14][C@H:11]([CH2:12][OH:13])[C@@H:9]([OH:10])[CH2:8]1.N1C=CN=C1.[CH3:23][C:24]([Si:27](Cl)([CH3:29])[CH3:28])([CH3:26])[CH3:25]. The catalyst is CN(C)C=O. The product is [Si:27]([O:13][CH2:12][C@H:11]1[O:14][C@@H:7]([N:6]2[CH:15]=[C:2]([I:1])[C:3](=[O:17])[NH:4][C:5]2=[O:16])[CH2:8][C@@H:9]1[OH:10])([C:24]([CH3:26])([CH3:25])[CH3:23])([CH3:29])[CH3:28]. The yield is 0.900. (2) The reactants are [C:1]([C:3]1[N:8]=[N:7][C:6]([N:9]2[CH2:14][CH2:13][CH:12]([N:15](C)[C:16](=O)OC(C)(C)C)[CH2:11][CH2:10]2)=[CH:5][CH:4]=1)#[N:2].[ClH:24].CCOC(C)=O. The catalyst is C(Cl)Cl. The product is [ClH:24].[CH3:16][NH:15][CH:12]1[CH2:11][CH2:10][N:9]([C:6]2[N:7]=[N:8][C:3]([C:1]#[N:2])=[CH:4][CH:5]=2)[CH2:14][CH2:13]1. The yield is 1.00. (3) The reactants are [Cl:1][C:2]1[CH:10]=[C:6]([C:7]([OH:9])=O)[C:5]([OH:11])=[CH:4][CH:3]=1.[NH2:12][C:13]1[S:14][C:15]([C:22]#[N:23])=[C:16]([C:18]([CH3:21])([CH3:20])[CH3:19])[N:17]=1. No catalyst specified. The product is [Cl:1][C:2]1[CH:3]=[CH:4][C:5]([OH:11])=[C:6]([CH:10]=1)[C:7]([NH:12][C:13]1[S:14][C:15]([C:22]#[N:23])=[C:16]([C:18]([CH3:19])([CH3:21])[CH3:20])[N:17]=1)=[O:9]. The yield is 0.634. (4) The reactants are [CH:1]1([OH:6])[CH2:5][CH:4]=[CH:3][CH2:2]1.CCN(CC)CC.[N+:14]([C:17]1[CH:25]=[CH:24][C:20]([C:21](Cl)=[O:22])=[CH:19][CH:18]=1)([O-:16])=[O:15]. The catalyst is C(Cl)Cl. The product is [N+:14]([C:17]1[CH:18]=[CH:19][C:20]([C:21]([O:6][CH:1]2[CH2:5][CH:4]=[CH:3][CH2:2]2)=[O:22])=[CH:24][CH:25]=1)([O-:16])=[O:15]. The yield is 0.810. (5) The reactants are C([O:3][C:4](=O)/[CH:5]=[CH:6]/[C:7]1[C:8]([NH:23][C:24]2[C:29]([F:30])=[CH:28][CH:27]=[CH:26][C:25]=2[F:31])=[N:9][C:10]([S:21][CH3:22])=[N:11][C:12]=1[C:13]1[CH:18]=[CH:17][C:16]([F:19])=[CH:15][C:14]=1[CH3:20])C. The catalyst is C1(C)C=CC=CC=1. The product is [F:30][C:29]1[CH:28]=[CH:27][CH:26]=[C:25]([F:31])[C:24]=1[N:23]1[C:8]2[N:9]=[C:10]([S:21][CH3:22])[N:11]=[C:12]([C:13]3[CH:18]=[CH:17][C:16]([F:19])=[CH:15][C:14]=3[CH3:20])[C:7]=2[CH:6]=[CH:5][C:4]1=[O:3]. The yield is 0.960. (6) The reactants are C[O:2][C:3]([C@@H:5]1[O:9][C:8](=[O:10])[N:7]([C:11]2[CH:22]=[CH:21][C:14]3[N:15]([CH3:20])[C:16](=[O:19])[CH2:17][O:18][C:13]=3[CH:12]=2)[CH2:6]1)=O.[NH3:23]. The catalyst is CO.CCOCC. The product is [CH3:20][N:15]1[C:14]2[CH:21]=[CH:22][C:11]([N:7]3[CH2:6][C@H:5]([C:3]([NH2:23])=[O:2])[O:9][C:8]3=[O:10])=[CH:12][C:13]=2[O:18][CH2:17][C:16]1=[O:19]. The yield is 0.810.